Dataset: Full USPTO retrosynthesis dataset with 1.9M reactions from patents (1976-2016). Task: Predict the reactants needed to synthesize the given product. (1) Given the product [Cl:19][C:18]1[CH:17]=[CH:16][N:15]=[C:14]2[N:10]([C:9]3[CH:8]=[CH:7][C:4]([C:5]#[N:6])=[CH:3][C:2]=3[NH:1][CH:33]([CH3:34])[CH3:38])[N:11]=[C:12]([CH:20]([CH3:22])[CH3:21])[C:13]=12, predict the reactants needed to synthesize it. The reactants are: [NH2:1][C:2]1[CH:3]=[C:4]([CH:7]=[CH:8][C:9]=1[N:10]1[C:14]2=[N:15][CH:16]=[CH:17][C:18]([Cl:19])=[C:13]2[C:12]([CH:20]([CH3:22])[CH3:21])=[N:11]1)[C:5]#[N:6].C(O[BH-](O[C:33](=O)[CH3:34])OC(=O)C)(=O)C.[Na+].F[C:38](F)(F)C(O)=O.O.C(=O)(O)[O-].[Na+]. (2) The reactants are: [C:1]([C:4]1[C:5]([NH:13][C:14]2[CH:19]=[CH:18][C:17]([CH:20]3[CH2:25][CH2:24][N:23]([C:26]([O:28][C:29]([CH3:32])([CH3:31])[CH3:30])=[O:27])[CH2:22][CH2:21]3)=[CH:16][C:15]=2[Cl:33])=[N:6][C:7]([S:11][CH3:12])=[N:8][C:9]=1Cl)(=[O:3])[NH2:2].O.[NH2:35][NH2:36]. Given the product [C:1]([C:4]1[C:5]([NH:13][C:14]2[CH:19]=[CH:18][C:17]([CH:20]3[CH2:21][CH2:22][N:23]([C:26]([O:28][C:29]([CH3:30])([CH3:31])[CH3:32])=[O:27])[CH2:24][CH2:25]3)=[CH:16][C:15]=2[Cl:33])=[N:6][C:7]([S:11][CH3:12])=[N:8][C:9]=1[NH:35][NH2:36])(=[O:3])[NH2:2], predict the reactants needed to synthesize it. (3) Given the product [OH:18][CH2:22][C:21]1([C:8]([O:6][CH2:3][CH3:2])=[O:11])[CH2:19][CH2:20]1, predict the reactants needed to synthesize it. The reactants are: [Li].[CH3:2][C:3]([O-:6])(C)C.C[C:8]([O-:11])(C)C.CC([O-])(C)C.[Al+3].[O:18]1[CH2:22][CH2:21][CH2:20][CH2:19]1. (4) Given the product [Br:1][C:2]1[CH:11]=[C:10]2[C:5]([CH:6]=[CH:7][C:8]([Cl:15])=[N:9]2)=[CH:4][CH:3]=1, predict the reactants needed to synthesize it. The reactants are: [Br:1][C:2]1[CH:11]=[C:10]2[C:5]([CH:6]=[CH:7][CH:8]=[N+:9]2[O-])=[CH:4][CH:3]=1.P(Cl)(Cl)([Cl:15])=O.O. (5) Given the product [OH:2][CH2:3][C:5]1[CH:10]=[CH:9][N:8]2[C:11](=[O:22])[N:12]([CH2:14][O:15][CH2:16][CH2:17][Si:18]([CH3:19])([CH3:21])[CH3:20])[N:13]=[C:7]2[C:6]=1[O:23][CH3:24], predict the reactants needed to synthesize it. The reactants are: C[O:2][C:3]([C:5]1[CH:10]=[CH:9][N:8]2[C:11](=[O:22])[N:12]([CH2:14][O:15][CH2:16][CH2:17][Si:18]([CH3:21])([CH3:20])[CH3:19])[N:13]=[C:7]2[C:6]=1[O:23][CH3:24])=O.CC(C[AlH]CC(C)C)C.CO.[C@H](O)(C([O-])=O)[C@@H](O)C([O-])=O.[Na+].[K+]. (6) Given the product [C:26]1([O:25][C:23]([NH:21][NH:20][C:18]([C:13]2[NH:14][C:15]3[C:11]([CH:12]=2)=[CH:10][C:9]([Cl:8])=[CH:17][CH:16]=3)=[O:19])=[O:24])[CH:31]=[CH:30][CH:29]=[CH:28][CH:27]=1, predict the reactants needed to synthesize it. The reactants are: C(N(CC)CC)C.[Cl:8][C:9]1[CH:10]=[C:11]2[C:15](=[CH:16][CH:17]=1)[NH:14][C:13]([C:18]([NH:20][NH2:21])=[O:19])=[CH:12]2.Cl[C:23]([O:25][C:26]1[CH:31]=[CH:30][CH:29]=[CH:28][CH:27]=1)=[O:24].